Dataset: Reaction yield outcomes from USPTO patents with 853,638 reactions. Task: Predict the reaction yield, written as a fraction of the theoretical maximum amount of product (1.0 means a 100% yield; for example, 0.34 means a 34% yield). (1) The reactants are [OH:1][N:2]1[CH:6]=[CH:5][CH:4]=[N:3]1.[F:7][C:8]1[CH:15]=[CH:14][CH:13]=[C:12]([F:16])[C:9]=1[CH2:10]Br. The catalyst is C(Cl)(Cl)Cl. The product is [F:7][C:8]1[CH:15]=[CH:14][CH:13]=[C:12]([F:16])[C:9]=1[CH2:10][N:3]1[CH2:4][CH:5]=[CH:6][N:2]1[OH:1]. The yield is 0.701. (2) No catalyst specified. The reactants are CC1N=C(N2C(=O)N(CC3C=CC(C(F)(F)F)=CC=3)N=C2)SC=1C(O)=O.[F:27][C:28]1[CH:49]=[CH:48][C:31]([CH2:32][N:33]2[C:37](=[O:38])[N:36]([C:39]3[S:40][C:41]([C:45](O)=[O:46])=[C:42]([CH3:44])[N:43]=3)[CH:35]=[N:34]2)=[CH:30][CH:29]=1.[NH:50]1[CH:54]=[CH:53][C:52]([CH2:55][NH2:56])=[N:51]1. The yield is 0.490. The product is [NH:50]1[CH:54]=[CH:53][C:52]([CH2:55][NH:56][C:45]([C:41]2[S:40][C:39]([N:36]3[C:37](=[O:38])[N:33]([CH2:32][C:31]4[CH:48]=[CH:49][C:28]([F:27])=[CH:29][CH:30]=4)[N:34]=[CH:35]3)=[N:43][C:42]=2[CH3:44])=[O:46])=[N:51]1. (3) The reactants are [CH3:1][N:2]([CH3:6])[C:3](Cl)=[O:4].[NH:7]1[CH2:12][CH2:11][CH2:10][C@@H:9]([NH:13][C:14]2[C:22]3[C:17](=[N:18][CH:19]=[CH:20][C:21]=3[O:23][C:24]3[CH:38]=[CH:37][C:27]([C:28]([NH:30][C:31]4[CH:36]=[CH:35][CH:34]=[CH:33][N:32]=4)=[O:29])=[CH:26][CH:25]=3)[NH:16][N:15]=2)[CH2:8]1.C(N(CC)C(C)C)(C)C. The catalyst is CN(C=O)C. The product is [CH3:1][N:2]([CH3:6])[C:3]([N:7]1[CH2:12][CH2:11][CH2:10][C@@H:9]([NH:13][C:14]2[C:22]3[C:17](=[N:18][CH:19]=[CH:20][C:21]=3[O:23][C:24]3[CH:25]=[CH:26][C:27]([C:28](=[O:29])[NH:30][C:31]4[CH:36]=[CH:35][CH:34]=[CH:33][N:32]=4)=[CH:37][CH:38]=3)[NH:16][N:15]=2)[CH2:8]1)=[O:4]. The yield is 0.480. (4) The catalyst is CN(C)C1C=CN=CC=1.ClC1C=CC=CC=1Cl. The reactants are [F:1][C:2]1[N:7]=[C:6]([I:8])[C:5]([OH:9])=[CH:4][CH:3]=1.Cl[C:11]1[C:20]2[C:15](=[CH:16][C:17]([O:23][CH3:24])=[C:18]([O:21][CH3:22])[CH:19]=2)[N:14]=[CH:13][CH:12]=1.O. The product is [F:1][C:2]1[N:7]=[C:6]([I:8])[C:5]([O:9][C:11]2[C:20]3[C:15](=[CH:16][C:17]([O:23][CH3:24])=[C:18]([O:21][CH3:22])[CH:19]=3)[N:14]=[CH:13][CH:12]=2)=[CH:4][CH:3]=1. The yield is 0.0600.